Dataset: Catalyst prediction with 721,799 reactions and 888 catalyst types from USPTO. Task: Predict which catalyst facilitates the given reaction. Reactant: [C:1]([C:5]1[CH:6]=[C:7]([C:16](=[N:29][OH:30])[CH2:17][O:18][C:19]2[CH:28]=[CH:27][C:22]([C:23]([O:25]C)=[O:24])=[CH:21][CH:20]=2)[CH:8]=[CH:9][C:10]=1[N:11]([CH2:14][CH3:15])[CH2:12][CH3:13])([CH3:4])([CH3:3])[CH3:2].[OH-].[Na+].[Cl-].[NH4+].Cl. The catalyst class is: 278. Product: [C:1]([C:5]1[CH:6]=[C:7]([C:16](=[N:29][OH:30])[CH2:17][O:18][C:19]2[CH:20]=[CH:21][C:22]([C:23]([OH:25])=[O:24])=[CH:27][CH:28]=2)[CH:8]=[CH:9][C:10]=1[N:11]([CH2:12][CH3:13])[CH2:14][CH3:15])([CH3:3])([CH3:4])[CH3:2].